The task is: Predict the reactants needed to synthesize the given product.. This data is from Full USPTO retrosynthesis dataset with 1.9M reactions from patents (1976-2016). (1) Given the product [NH:5]1[C:10]2[C:16](=[CH:17][CH:13]=[CH:12][CH:11]=2)[CH:15]=[CH:14]1, predict the reactants needed to synthesize it. The reactants are: CCCC[N+:5]([CH2:14][CH2:15][CH2:16][CH3:17])([CH2:10][CH2:11][CH2:12][CH3:13])CCCC.[F-]. (2) Given the product [C@@H:1]12[CH2:7][C@@H:4]([CH:5]=[CH:6]1)[CH2:3][N:2]2[C:22]([O:24][CH2:25][C:26]1[CH:31]=[CH:30][CH:29]=[CH:28][CH:27]=1)=[O:23], predict the reactants needed to synthesize it. The reactants are: [C@@H:1]12[CH2:7][CH:4]([CH:5]=[CH:6]1)[C:3](=O)[NH:2]2.[H-].[Al+3].[Li+].[H-].[H-].[H-].C(N(CC)CC)C.[C:22](Cl)([O:24][CH2:25][C:26]1[CH:31]=[CH:30][CH:29]=[CH:28][CH:27]=1)=[O:23]. (3) Given the product [Cl:1][C:2]1([Cl:7])[CH2:4][CH:3]1[CH:5]=[N:14][S@:12]([C:9]([CH3:11])([CH3:10])[CH3:8])=[O:13], predict the reactants needed to synthesize it. The reactants are: [Cl:1][C:2]1([Cl:7])[CH2:4][CH:3]1[CH:5]=O.[CH3:8][C:9]([S@@:12]([NH2:14])=[O:13])([CH3:11])[CH3:10]. (4) Given the product [N:31]1([CH2:6][CH2:7][C:8]2[O:9][C:10]3[CH:16]=[CH:15][C:14]([C:17]4[N:18]=[CH:19][C:20]([C:23]([N:25]5[CH2:30][CH2:29][O:28][CH2:27][CH2:26]5)=[O:24])=[CH:21][CH:22]=4)=[CH:13][C:11]=3[CH:12]=2)[CH2:37][CH2:36][CH2:35][CH2:34][CH2:33][CH2:32]1, predict the reactants needed to synthesize it. The reactants are: CS(O[CH2:6][CH2:7][C:8]1[O:9][C:10]2[CH:16]=[CH:15][C:14]([C:17]3[CH:22]=[CH:21][C:20]([C:23]([N:25]4[CH2:30][CH2:29][O:28][CH2:27][CH2:26]4)=[O:24])=[CH:19][N:18]=3)=[CH:13][C:11]=2[CH:12]=1)(=O)=O.[NH:31]1[CH:37]=[CH:36][CH:35]=[CH:34][CH:33]=[CH:32]1.